This data is from Catalyst prediction with 721,799 reactions and 888 catalyst types from USPTO. The task is: Predict which catalyst facilitates the given reaction. (1) Reactant: [C:1]([C:5]1[CH:10]=[CH:9][CH:8]=[CH:7][C:6]=1[O:11][CH3:12])([CH3:4])([CH3:3])[CH3:2].[CH2:13]([C:17](=[CH2:21])[C:18](O)=[O:19])[CH:14]([CH3:16])[CH3:15]. Product: [C:1]([C:5]1[CH:10]=[C:9]2[C:8]([CH2:21][CH:17]([CH2:13][CH:14]([CH3:16])[CH3:15])[C:18]2=[O:19])=[CH:7][C:6]=1[O:11][CH3:12])([CH3:4])([CH3:2])[CH3:3]. The catalyst class is: 6. (2) Reactant: [ClH:1].[NH2:2][CH2:3][CH2:4][SH:5].[Al](CC(C)C)(CC(C)C)CC(C)C.C(O[C:22](=O)[CH2:23][C:24]1[CH:29]=[C:28]([O:30][CH3:31])[C:27]([CH2:32][CH:33]([NH:35]C(=O)C(F)(F)F)[CH3:34])=[CH:26][C:25]=1[O:42][CH3:43])C. Product: [ClH:1].[S:5]1[CH2:4][CH2:3][N:2]=[C:22]1[CH2:23][C:24]1[C:25]([O:42][CH3:43])=[CH:26][C:27]([CH2:32][C@H:33]([NH2:35])[CH3:34])=[C:28]([O:30][CH3:31])[CH:29]=1. The catalyst class is: 11. (3) Reactant: [CH3:1][C:2]1[C:11]2[N:12](S(C3C=CC=CC=3)(=O)=O)[CH:13]=[CH:14][C:10]=2[C:9]2[CH:8]=[CH:7][CH:6]=[CH:5][C:4]=2[N:3]=1.C([O-])([O-])=O.[K+].[K+]. Product: [CH3:1][C:2]1[N:3]=[C:4]2[C:9]([CH:8]=[CH:7][CH:6]=[CH:5]2)=[C:10]2[CH:14]=[CH:13][NH:12][C:11]=12. The catalyst class is: 5. (4) Reactant: [NH2:1][CH2:2][CH2:3][CH2:4][CH2:5][C@H:6]([N:20](NC(OC(C)(C)C)=O)[C:21](=[O:30])[O:22][CH2:23][C:24]1[CH:29]=[CH:28][CH:27]=[CH:26][CH:25]=1)[C:7](=[O:19])[NH:8][C:9]1[CH:10]=[CH:11][CH:12]=[C:13]2[C:18]=1[N:17]=[CH:16][CH:15]=[CH:14]2.[ClH:39]. Product: [ClH:39].[ClH:39].[NH2:1][CH2:2][CH2:3][CH2:4][CH2:5][C@H:6]([NH:20][C:21](=[O:30])[O:22][CH2:23][C:24]1[CH:25]=[CH:26][CH:27]=[CH:28][CH:29]=1)[C:7](=[O:19])[NH:8][C:9]1[CH:10]=[CH:11][CH:12]=[C:13]2[C:18]=1[N:17]=[CH:16][CH:15]=[CH:14]2. The catalyst class is: 12. (5) Product: [CH3:24][S:25]([O:12][C@H:10]1[CH2:11][C@@H:8]([NH:7][C:6]([O:5][C:1]([CH3:4])([CH3:2])[CH3:3])=[O:13])[CH2:9]1)(=[O:27])=[O:26]. Reactant: [C:1]([O:5][C:6](=[O:13])[NH:7][C@H:8]1[CH2:11][C@@H:10]([OH:12])[CH2:9]1)([CH3:4])([CH3:3])[CH3:2].C(N(CC)CC)C.C(Cl)Cl.[CH3:24][S:25](Cl)(=[O:27])=[O:26]. The catalyst class is: 6.